From a dataset of HIV replication inhibition screening data with 41,000+ compounds from the AIDS Antiviral Screen. Binary Classification. Given a drug SMILES string, predict its activity (active/inactive) in a high-throughput screening assay against a specified biological target. The molecule is COC1CC(OC2C(C)OC(OC3C(C)OC(OC4C(C)OC(OC5CCC6(C)C(=CCC7(O)C6CC(OC(C)=O)C6(C)C(O)(C(C)=O)CCC76O)C5)CC4OC)CC3OC)CC2OC)OC(C)C1O. The result is 0 (inactive).